From a dataset of Reaction yield outcomes from USPTO patents with 853,638 reactions. Predict the reaction yield, written as a fraction of the theoretical maximum amount of product (1.0 means a 100% yield; for example, 0.34 means a 34% yield). (1) The reactants are Br[C:2]1[CH:7]=[CH:6][C:5]([C:8]2[N:9]([CH2:14][C@@H:15]3[CH2:19][CH2:18][N:17]([C:20]([CH:22]4[CH2:24][CH2:23]4)=[O:21])[CH2:16]3)[C:10](=[O:13])[NH:11][N:12]=2)=[CH:4][CH:3]=1.[F:25][C:26]1[CH:31]=[CH:30][C:29](B(O)O)=[CH:28][CH:27]=1.[O-]P([O-])([O-])=O.[K+].[K+].[K+]. The catalyst is CCO.C1C=CC([P]([Pd]([P](C2C=CC=CC=2)(C2C=CC=CC=2)C2C=CC=CC=2)([P](C2C=CC=CC=2)(C2C=CC=CC=2)C2C=CC=CC=2)[P](C2C=CC=CC=2)(C2C=CC=CC=2)C2C=CC=CC=2)(C2C=CC=CC=2)C2C=CC=CC=2)=CC=1. The product is [CH:22]1([C:20]([N:17]2[CH2:18][CH2:19][C@@H:15]([CH2:14][N:9]3[C:8]([C:5]4[CH:6]=[CH:7][C:2]([C:29]5[CH:30]=[CH:31][C:26]([F:25])=[CH:27][CH:28]=5)=[CH:3][CH:4]=4)=[N:12][NH:11][C:10]3=[O:13])[CH2:16]2)=[O:21])[CH2:24][CH2:23]1. The yield is 0.716. (2) The reactants are [CH3:1][CH:2]([CH3:21])[CH2:3][CH2:4][O:5][CH2:6][C:7](=O)[CH:8]([C:11]1[CH:16]=[CH:15][C:14]([N+:17]([O-:19])=[O:18])=[CH:13][CH:12]=1)[C:9]#[N:10].C[Si](C=[N+]=[N-])(C)C.Cl.[NH2:30][C:31]([NH2:33])=[NH:32].O(CC)[K]. The catalyst is C(Cl)Cl.CO.CCO.C(O)(=O)C. The product is [CH3:1][CH:2]([CH3:21])[CH2:3][CH2:4][O:5][CH2:6][C:7]1[N:30]=[C:31]([NH2:33])[N:32]=[C:9]([NH2:10])[C:8]=1[C:11]1[CH:12]=[CH:13][C:14]([N+:17]([O-:19])=[O:18])=[CH:15][CH:16]=1. The yield is 0.240. (3) The reactants are [CH:1]([O:3][CH2:4][CH2:5][CH2:6][CH3:7])=[CH2:2].[Cl:8][C:9]1[N:14]=[C:13](Cl)[C:12]([CH3:16])=[CH:11][N:10]=1.C(N(CC)CC)C. The catalyst is C(O[Pd]OC(=O)C)(=O)C. The product is [CH2:4]([O:3]/[CH:1]=[CH:2]/[C:13]1[C:12]([CH3:16])=[CH:11][N:10]=[C:9]([Cl:8])[N:14]=1)[CH2:5][CH2:6][CH3:7]. The yield is 1.24.